This data is from Peptide-MHC class II binding affinity with 134,281 pairs from IEDB. The task is: Regression. Given a peptide amino acid sequence and an MHC pseudo amino acid sequence, predict their binding affinity value. This is MHC class II binding data. (1) The peptide sequence is EVYTQLCDHRLMSAA. The MHC is DRB1_0404 with pseudo-sequence DRB1_0404. The binding affinity (normalized) is 0.338. (2) The peptide sequence is IYKASPTLAFPAGVC. The MHC is DRB1_0405 with pseudo-sequence DRB1_0405. The binding affinity (normalized) is 0.441. (3) The binding affinity (normalized) is 0.301. The peptide sequence is INLIIHYVDRPGALG. The MHC is HLA-DQA10501-DQB10301 with pseudo-sequence HLA-DQA10501-DQB10301. (4) The peptide sequence is SQDLELSWNYNGLQAY. The MHC is DRB1_0802 with pseudo-sequence DRB1_0802. The binding affinity (normalized) is 0.286.